From a dataset of Catalyst prediction with 721,799 reactions and 888 catalyst types from USPTO. Predict which catalyst facilitates the given reaction. (1) Reactant: [N:1]1([C:7]2[C:16]3[C:11](=[CH:12][CH:13]=[CH:14][CH:15]=3)[CH:10]=[C:9]([C:17]3[CH:22]=[CH:21][C:20]([O:23][CH3:24])=[CH:19][CH:18]=3)[N:8]=2)[CH2:6][CH2:5][NH:4][CH2:3][CH2:2]1.C(N(CC)CC)C.[C:32]([S:34]([Cl:37])(=[O:36])=[O:35])#[CH:33]. Product: [ClH:37].[CH2:32]([S:34]([N:4]1[CH2:5][CH2:6][N:1]([C:7]2[C:16]3[C:11](=[CH:12][CH:13]=[CH:14][CH:15]=3)[CH:10]=[C:9]([C:17]3[CH:22]=[CH:21][C:20]([O:23][CH3:24])=[CH:19][CH:18]=3)[N:8]=2)[CH2:2][CH2:3]1)(=[O:36])=[O:35])[CH3:33]. The catalyst class is: 7. (2) Reactant: [CH3:1][S:2]([N:5]1[CH2:14][CH2:13][C:12]2[C:7](=[CH:8][CH:9]=[C:10]([O:15][CH2:16][CH2:17][CH2:18][C:19]3[CH:24]=[CH:23][C:22](B4OC(C)(C)C(C)(C)O4)=[CH:21][CH:20]=3)[CH:11]=2)[CH2:6]1)(=[O:4])=[O:3].Cl[C:35]1[N:40]=[CH:39][CH:38]=[CH:37][N:36]=1.O1CCOCC1.C([O-])([O-])=O.[Na+].[Na+]. Product: [CH3:1][S:2]([N:5]1[CH2:14][CH2:13][C:12]2[C:7](=[CH:8][CH:9]=[C:10]([O:15][CH2:16][CH2:17][CH2:18][C:19]3[CH:20]=[CH:21][C:22]([C:35]4[N:40]=[CH:39][CH:38]=[CH:37][N:36]=4)=[CH:23][CH:24]=3)[CH:11]=2)[CH2:6]1)(=[O:4])=[O:3]. The catalyst class is: 25. (3) Reactant: [CH2:1]([O:8][C:9](=[O:16])[NH:10][C@H:11]([CH:13](O)[CH3:14])[CH3:12])[C:2]1[CH:7]=[CH:6][CH:5]=[CH:4][CH:3]=1.[C:17]1(=[O:27])[C:25]2[C:20](=[CH:21][CH:22]=[CH:23][CH:24]=2)[C:19](=[O:26])[NH:18]1.C1(P(C2C=CC=CC=2)C2C=CC=CC=2)C=CC=CC=1.N(/C(OC(C)(C)C)=O)=N\C(OC(C)(C)C)=O. Product: [CH2:1]([O:8][C:9](=[O:16])[NH:10][C@H:11]([CH:13]([N:18]1[C:19](=[O:26])[C:20]2[C:25](=[CH:24][CH:23]=[CH:22][CH:21]=2)[C:17]1=[O:27])[CH3:14])[CH3:12])[C:2]1[CH:7]=[CH:6][CH:5]=[CH:4][CH:3]=1. The catalyst class is: 278. (4) Reactant: [NH2:1][C:2]1[N:10]=[C:9]([C:11]([NH:13][CH2:14][CH:15]2[CH2:17][CH2:16]2)=[O:12])[N:8]=[C:7]2[C:3]=1[NH:4][C:5](=O)[N:6]2[CH2:18][C:19]1[CH:24]=[CH:23][CH:22]=[CH:21][CH:20]=1.C(N(CC)CC)C.[CH3:33][O:34][C:35]1[CH:42]=[CH:41][C:38]([CH2:39]Cl)=[CH:37][CH:36]=1. Product: [NH2:1][C:2]1[N:10]=[C:9]([C:11]([NH:13][CH2:14][CH:15]2[CH2:16][CH2:17]2)=[O:12])[N:8]=[C:7]2[C:3]=1[NH:4][CH:5]([CH2:39][C:38]1[CH:41]=[CH:42][C:35]([O:34][CH3:33])=[CH:36][CH:37]=1)[N:6]2[CH2:18][C:19]1[CH:24]=[CH:23][CH:22]=[CH:21][CH:20]=1. The catalyst class is: 566. (5) Reactant: [CH3:1][N:2]1[C:10]2[C:5](=[CH:6][CH:7]=[CH:8][CH:9]=2)[CH:4]=[C:3]1[C:11]([NH:13][C@H:14]([C:18]([NH:20][CH:21]([CH:30]([OH:33])[CH2:31][F:32])[CH2:22][C:23]([O:25][C:26]([CH3:29])([CH3:28])[CH3:27])=[O:24])=[O:19])[CH:15]([CH3:17])[CH3:16])=[O:12].CC(OI1(OC(C)=O)(OC(C)=O)OC(=O)C2C=CC=CC1=2)=O. Product: [CH3:1][N:2]1[C:10]2[C:5](=[CH:6][CH:7]=[CH:8][CH:9]=2)[CH:4]=[C:3]1[C:11]([NH:13][C@H:14]([C:18]([NH:20][CH:21]([C:30](=[O:33])[CH2:31][F:32])[CH2:22][C:23]([O:25][C:26]([CH3:27])([CH3:29])[CH3:28])=[O:24])=[O:19])[CH:15]([CH3:16])[CH3:17])=[O:12]. The catalyst class is: 16. (6) Reactant: [CH3:1][O:2][C:3]1[C:11]2[O:10][C:9]([CH3:13])([CH3:12])[CH2:8][C:7]=2[CH:6]=[C:5]([CH2:14][C:15]([CH3:20])([CH3:19])C(O)=O)[CH:4]=1.C1(P(N=[N+]=[N-])(C2C=CC=CC=2)=[O:28])C=CC=CC=1.C([N:40]([CH2:43]C)CC)C.[NH2:45][C:46]1[CH:51]=[CH:50][CH:49]=[CH:48][CH:47]=1. Product: [CH3:1][O:2][C:3]1[C:11]2[O:10][C:9]([CH3:12])([CH3:13])[CH2:8][C:7]=2[CH:6]=[C:5]([CH2:14][C:15]([NH:40][C:43]([NH:45][C:46]2[CH:51]=[CH:50][CH:49]=[CH:48][CH:47]=2)=[O:28])([CH3:19])[CH3:20])[CH:4]=1. The catalyst class is: 133. (7) Reactant: N([O-])=O.[Na+].N[C:6]1[CH:7]=[C:8]2[C:12](=[C:13]([F:21])[C:14]=1[N:15]1[CH2:20][CH2:19][O:18][CH2:17][CH2:16]1)[NH:11][N:10]=[C:9]2[NH:22][C:23](=[O:27])[CH2:24][CH2:25][CH3:26].[BrH:28]. Product: [Br:28][C:6]1[CH:7]=[C:8]2[C:12](=[C:13]([F:21])[C:14]=1[N:15]1[CH2:20][CH2:19][O:18][CH2:17][CH2:16]1)[NH:11][N:10]=[C:9]2[NH:22][C:23](=[O:27])[CH2:24][CH2:25][CH3:26]. The catalyst class is: 6. (8) Reactant: [CH:1]1([NH2:9])[CH2:8][CH2:7][CH2:6][CH2:5][CH2:4][CH2:3][CH2:2]1.[CH:10]1([N:16]=[C:17]=[O:18])[CH2:15][CH2:14][CH2:13][CH2:12][CH2:11]1. Product: [CH:10]1([NH:16][C:17]([NH:9][CH:1]2[CH2:8][CH2:7][CH2:6][CH2:5][CH2:4][CH2:3][CH2:2]2)=[O:18])[CH2:15][CH2:14][CH2:13][CH2:12][CH2:11]1. The catalyst class is: 81. (9) Reactant: [F:1][C:2]1[CH:10]=[CH:9][C:8]([CH2:11][C:12]2[C:21]3[C:16](=[CH:17][CH:18]=[CH:19][CH:20]=3)[C:15](=[O:22])[NH:14][N:13]=2)=[CH:7][C:3]=1[C:4](O)=[O:5].[F:23][C:24]([F:35])([F:34])[C:25]1[N:33]=[C:28]2[CH2:29][NH:30][CH2:31][CH2:32][N:27]2[N:26]=1.C(N(CC)C(C)C)(C)C. Product: [F:1][C:2]1[CH:10]=[CH:9][C:8]([CH2:11][C:12]2[C:21]3[C:16](=[CH:17][CH:18]=[CH:19][CH:20]=3)[C:15](=[O:22])[NH:14][N:13]=2)=[CH:7][C:3]=1[C:4]([N:30]1[CH2:31][CH2:32][N:27]2[N:26]=[C:25]([C:24]([F:34])([F:23])[F:35])[N:33]=[C:28]2[CH2:29]1)=[O:5]. The catalyst class is: 9.